This data is from Forward reaction prediction with 1.9M reactions from USPTO patents (1976-2016). The task is: Predict the product of the given reaction. (1) Given the reactants [CH2:1]([C:7]1[CH:12]=[CH:11][C:10]([C:13]2[CH:18]=[CH:17][C:16]([CH2:19][O:20][C:21]([C:34]3[CH:39]=[CH:38][CH:37]=[CH:36][CH:35]=3)([C:28]3[CH:33]=[CH:32][CH:31]=[CH:30][CH:29]=3)[C:22]3[CH:27]=[CH:26][CH:25]=[CH:24][CH:23]=3)=[CH:15][C:14]=2[N+:40]([O-])=O)=[CH:9][CH:8]=1)[CH2:2][CH2:3][CH2:4][CH2:5][CH3:6], predict the reaction product. The product is: [CH2:1]([C:7]1[CH:12]=[CH:11][C:10]2[C:13]3[C:14](=[CH:15][C:16]([CH2:19][O:20][C:21]([C:34]4[CH:39]=[CH:38][CH:37]=[CH:36][CH:35]=4)([C:28]4[CH:33]=[CH:32][CH:31]=[CH:30][CH:29]=4)[C:22]4[CH:27]=[CH:26][CH:25]=[CH:24][CH:23]=4)=[CH:17][CH:18]=3)[NH:40][C:9]=2[CH:8]=1)[CH2:2][CH2:3][CH2:4][CH2:5][CH3:6]. (2) Given the reactants C(OC([N:6]=[S:7]([CH3:35])([C:9]1[CH:14]=[CH:13][C:12]([CH2:15][O:16][C:17]2[CH:26]=[C:25]3[C:20]([C:21]([NH:27][C:28]4[S:29][CH:30]=[N:31][N:32]=4)=[N:22][CH:23]=[N:24]3)=[CH:19][C:18]=2[O:33][CH3:34])=[CH:11][CH:10]=1)=[O:8])=O)C.ClCCl.CO, predict the reaction product. The product is: [CH3:34][O:33][C:18]1[CH:19]=[C:20]2[C:25](=[CH:26][C:17]=1[O:16][CH2:15][C:12]1[CH:11]=[CH:10][C:9]([S:7]([CH3:35])(=[NH:6])=[O:8])=[CH:14][CH:13]=1)[N:24]=[CH:23][N:22]=[C:21]2[NH:27][C:28]1[S:29][CH:30]=[N:31][N:32]=1. (3) The product is: [F:21][C:2]([F:1])([F:20])[C:3]1[N:4]=[CH:5][C:6]([CH:9]2[CH2:14][CH:13]([S:36][C:32]3[CH:33]=[CH:34][CH:35]=[C:30]([C:29]([F:28])([F:37])[F:38])[CH:31]=3)[CH2:12][CH2:11][O:10]2)=[CH:7][N:8]=1. Given the reactants [F:1][C:2]([F:21])([F:20])[C:3]1[N:8]=[CH:7][C:6]([CH:9]2[CH2:14][CH:13](CS([O-])(=O)=O)[CH2:12][CH2:11][O:10]2)=[CH:5][N:4]=1.C([O-])([O-])=O.[K+].[K+].[F:28][C:29]([F:38])([F:37])[C:30]1[CH:31]=[C:32]([SH:36])[CH:33]=[CH:34][CH:35]=1, predict the reaction product. (4) Given the reactants FC(F)(F)C(O)=O.[NH2:8][CH2:9][CH2:10][O:11][CH2:12][CH2:13][O:14][CH2:15][CH2:16][O:17][CH2:18][CH2:19][C:20]([OH:22])=[O:21].COC(N1[C:31](=[O:32])[CH:30]=[CH:29][C:28]1=[O:33])=O.S(=O)(=O)(O)O, predict the reaction product. The product is: [O:32]=[C:31]1[CH:30]=[CH:29][C:28](=[O:33])[N:8]1[CH2:9][CH2:10][O:11][CH2:12][CH2:13][O:14][CH2:15][CH2:16][O:17][CH2:18][CH2:19][C:20]([OH:22])=[O:21]. (5) The product is: [C:1]([O:5][C:6]([N:8]1[CH2:9][CH2:10][N:11]2[C:34]([C:33]3[CH:38]=[CH:39][C:30]([O:29][CH3:28])=[CH:31][CH:32]=3)=[N:36][N:37]=[C:12]2[CH:13]1[C:14]1[O:18][N:17]=[C:16]([C:19]2[CH:24]=[CH:23][CH:22]=[C:21]([Cl:25])[CH:20]=2)[N:15]=1)=[O:7])([CH3:2])([CH3:3])[CH3:4]. Given the reactants [C:1]([O:5][C:6]([N:8]1[CH:13]([C:14]2[O:18][N:17]=[C:16]([C:19]3[CH:24]=[CH:23][CH:22]=[C:21]([Cl:25])[CH:20]=3)[N:15]=2)[C:12](OC)=[N:11][CH2:10][CH2:9]1)=[O:7])([CH3:4])([CH3:3])[CH3:2].[CH3:28][O:29][C:30]1[CH:39]=[CH:38][C:33]([C:34]([NH:36][NH2:37])=O)=[CH:32][CH:31]=1, predict the reaction product. (6) Given the reactants [Br:1]Br.[CH:3]([C:5]1([C:11]2[CH:20]=[CH:19][C:18]3[C:13](=[CH:14][CH:15]=[CH:16][CH:17]=3)[C:12]=2[CH3:21])[CH:10]=[CH:9][CH:8]=[CH:7][CH2:6]1)=[O:4].S([O-])([O-])=O.[Na+].[Na+], predict the reaction product. The product is: [CH:3]([C:5]1([C:11]2[CH:20]=[C:19]([Br:1])[C:18]3[C:13](=[CH:14][CH:15]=[CH:16][CH:17]=3)[C:12]=2[CH3:21])[CH:6]=[CH:7][CH:8]=[CH:9][CH2:10]1)=[O:4]. (7) Given the reactants [NH2:1][C:2]1[C:7]([C:8](=[O:19])[C:9]2[C:14]([O:15][CH3:16])=[CH:13][CH:12]=[C:11]([F:17])[C:10]=2[F:18])=[CH:6][N:5]=[C:4]([NH:20][CH:21]2[CH2:26][CH2:25][N:24]([S:27]([CH2:30][CH2:31][CH2:32][O:33]C(=O)C)(=[O:29])=[O:28])[CH2:23][CH2:22]2)[N:3]=1.[OH-].[K+], predict the reaction product. The product is: [NH2:1][C:2]1[C:7]([C:8]([C:9]2[C:14]([O:15][CH3:16])=[CH:13][CH:12]=[C:11]([F:17])[C:10]=2[F:18])=[O:19])=[CH:6][N:5]=[C:4]([NH:20][CH:21]2[CH2:22][CH2:23][N:24]([S:27]([CH2:30][CH2:31][CH2:32][OH:33])(=[O:28])=[O:29])[CH2:25][CH2:26]2)[N:3]=1. (8) Given the reactants [CH3:1][O:2][CH2:3][CH2:4][O:5][C:6]1[CH:11]=[CH:10][N:9]=[C:8]([NH2:12])[CH:7]=1.Cl[CH2:14][CH:15]=O, predict the reaction product. The product is: [CH3:1][O:2][CH2:3][CH2:4][O:5][C:6]1[CH:11]=[CH:10][N:9]2[CH:14]=[CH:15][N:12]=[C:8]2[CH:7]=1. (9) Given the reactants [CH2:1]([O:8][C:9]1[C:10]([CH3:23])=[N:11][C:12]([N:16]2[C:20]([CH3:21])=[CH:19][CH:18]=[C:17]2[CH3:22])=[N:13][C:14]=1[CH3:15])[C:2]1[CH:7]=[CH:6][CH:5]=[CH:4][CH:3]=1.Br[CH2:25][CH2:26][CH2:27][CH2:28][CH2:29][CH2:30][CH2:31][CH2:32][CH3:33].[Li]CCCC, predict the reaction product. The product is: [CH2:1]([O:8][C:9]1[C:14]([CH2:15][CH2:25][CH2:26][CH2:27][CH2:28][CH2:29][CH2:30][CH2:31][CH2:32][CH3:33])=[N:13][C:12]([N:16]2[C:20]([CH3:21])=[CH:19][CH:18]=[C:17]2[CH3:22])=[N:11][C:10]=1[CH3:23])[C:2]1[CH:7]=[CH:6][CH:5]=[CH:4][CH:3]=1. (10) The product is: [Br:1][C:2]1[CH:10]=[C:9]2[C:5]([CH:6]=[N:7][N:8]2[CH2:26][CH:27]([CH3:29])[CH3:28])=[CH:4][C:3]=1[O:11][C:12]1[CH:17]=[CH:16][C:15]([F:18])=[CH:14][C:13]=1[F:19]. Given the reactants [Br:1][C:2]1[CH:10]=[C:9]2[C:5]([CH:6]=[N:7][NH:8]2)=[CH:4][C:3]=1[O:11][C:12]1[CH:17]=[CH:16][C:15]([F:18])=[CH:14][C:13]=1[F:19].C([O-])([O-])=O.[K+].[K+].[CH2:26](Br)[CH:27]([CH3:29])[CH3:28], predict the reaction product.